This data is from Reaction yield outcomes from USPTO patents with 853,638 reactions. The task is: Predict the reaction yield, written as a fraction of the theoretical maximum amount of product (1.0 means a 100% yield; for example, 0.34 means a 34% yield). (1) The reactants are [CH2:1]([S:3]([C:6]1[CH:7]=[C:8]([C:12]2[C:17]3[C:18]4[CH:24]=[C:23]([CH3:25])[CH:22]=[N:21][C:19]=4[NH:20][C:16]=3[C:15]([C:26]#[N:27])=[N:14][CH:13]=2)[CH:9]=[CH:10][CH:11]=1)(=[O:5])=[O:4])[CH3:2].[OH-:28].[K+]. The catalyst is C1COCC1.OO. The product is [CH2:1]([S:3]([C:6]1[CH:7]=[C:8]([C:12]2[C:17]3[C:18]4[CH:24]=[C:23]([CH3:25])[CH:22]=[N:21][C:19]=4[NH:20][C:16]=3[C:15]([C:26]([NH2:27])=[O:28])=[N:14][CH:13]=2)[CH:9]=[CH:10][CH:11]=1)(=[O:4])=[O:5])[CH3:2]. The yield is 0.770. (2) The reactants are [NH2:1][C:2]1[CH:7]=[CH:6][C:5]([NH:8][C:9](=[O:15])/[CH:10]=[CH:11]\[C:12]([OH:14])=[O:13])=[CH:4][CH:3]=1.O1CCCC1. The catalyst is O. The product is [OH2:13].[NH2:1][C:2]1[CH:3]=[CH:4][C:5]([NH:8][C:9](=[O:15])/[CH:10]=[CH:11]\[C:12]([OH:14])=[O:13])=[CH:6][CH:7]=1. The yield is 0.815. (3) The reactants are [Cl:1][C:2]1[CH:7]=[C:6]([Cl:8])[CH:5]=[CH:4][C:3]=1[NH:9][C:10]([NH:12][C:13]1[C:14]([NH:23][CH2:24][CH2:25][CH2:26][OH:27])=[C:15]([CH:20]=[CH:21][CH:22]=1)[C:16]([O:18][CH3:19])=[O:17])=S.C(N(CC)CC)C.Cl.C(N=C=NCCCN(C)C)C. The catalyst is O1CCCC1.O. The product is [Cl:1][C:2]1[CH:7]=[C:6]([Cl:8])[CH:5]=[CH:4][C:3]=1[NH:9][C:10]1[N:23]([CH2:24][CH2:25][CH2:26][OH:27])[C:14]2[C:15]([C:16]([O:18][CH3:19])=[O:17])=[CH:20][CH:21]=[CH:22][C:13]=2[N:12]=1. The yield is 0.970. (4) The reactants are [CH3:1][O:2][C:3](=[O:14])[C:4]1[CH:9]=[CH:8][CH:7]=[C:6]([N+:10]([O-])=O)[C:5]=1[Br:13].Cl[Sn]Cl.O.[OH-].[Na+]. The yield is 0.980. The catalyst is CO.ClCCl. The product is [CH3:1][O:2][C:3](=[O:14])[C:4]1[CH:9]=[CH:8][CH:7]=[C:6]([NH2:10])[C:5]=1[Br:13]. (5) The reactants are [CH2:1]([C:3]1[S:28][C:6]2[N:7]([CH2:13][C:14]3[CH:19]=[CH:18][C:17]([C:20]4[C:21]([C:26]#[N:27])=[CH:22][CH:23]=[CH:24][CH:25]=4)=[CH:16][CH:15]=3)[C:8](=[O:12])[NH:9][C:10](=[O:11])[C:5]=2[CH:4]=1)[CH3:2].Br[CH2:30][C:31]([C:33]1[CH:38]=[CH:37][C:36]([O:39][CH3:40])=[CH:35][C:34]=1[O:41][CH3:42])=[O:32].CN(C)C=O.[H-].[Na+]. The catalyst is C(OCC)(=O)C. The product is [CH3:42][O:41][C:34]1[CH:35]=[C:36]([O:39][CH3:40])[CH:37]=[CH:38][C:33]=1[C:31](=[O:32])[CH2:30][N:9]1[C:10](=[O:11])[C:5]2[CH:4]=[C:3]([CH2:1][CH3:2])[S:28][C:6]=2[N:7]([CH2:13][C:14]2[CH:19]=[CH:18][C:17]([C:20]3[C:21]([C:26]#[N:27])=[CH:22][CH:23]=[CH:24][CH:25]=3)=[CH:16][CH:15]=2)[C:8]1=[O:12]. The yield is 0.620. (6) The reactants are [F:1][C:2]1[CH:7]=[CH:6][CH:5]=[C:4]([F:8])[C:3]=1[CH3:9].[S:10]([Cl:14])(=O)(=[O:12])[OH:11]. The catalyst is O. The product is [F:1][C:2]1[C:3]([CH3:9])=[C:4]([F:8])[CH:5]=[CH:6][C:7]=1[S:10]([Cl:14])(=[O:12])=[O:11]. The yield is 0.980. (7) The yield is 0.815. The catalyst is O1CCOCC1.O. The product is [C:20]([NH:7][CH2:1][C@H:2]([OH:6])[C:3]([OH:5])=[O:4])([O:19][C:16]([CH3:18])([CH3:17])[CH3:15])=[O:21]. The reactants are [CH2:1]([NH3+:7])[C@H:2]([OH:6])[C:3]([O-:5])=[O:4].CN1CCOCC1.[CH3:15][C:16]([O:19][C:20](O[C:20]([O:19][C:16]([CH3:18])([CH3:17])[CH3:15])=[O:21])=[O:21])([CH3:18])[CH3:17].NCC(O)=O.C([O-])(O)=O.[Na+].